Dataset: NCI-60 drug combinations with 297,098 pairs across 59 cell lines. Task: Regression. Given two drug SMILES strings and cell line genomic features, predict the synergy score measuring deviation from expected non-interaction effect. (1) Drug 1: CN(CCCl)CCCl.Cl. Drug 2: C1C(C(OC1N2C=NC(=NC2=O)N)CO)O. Cell line: HCC-2998. Synergy scores: CSS=21.3, Synergy_ZIP=-2.05, Synergy_Bliss=-4.04, Synergy_Loewe=-6.21, Synergy_HSA=-3.31. (2) Drug 1: CCC1=C2CN3C(=CC4=C(C3=O)COC(=O)C4(CC)O)C2=NC5=C1C=C(C=C5)O. Drug 2: C(CCl)NC(=O)N(CCCl)N=O. Cell line: RXF 393. Synergy scores: CSS=4.75, Synergy_ZIP=-0.445, Synergy_Bliss=2.07, Synergy_Loewe=-5.16, Synergy_HSA=-0.272. (3) Drug 1: C1CC(=O)NC(=O)C1N2C(=O)C3=CC=CC=C3C2=O. Drug 2: COC1=C2C(=CC3=C1OC=C3)C=CC(=O)O2. Cell line: ACHN. Synergy scores: CSS=-0.252, Synergy_ZIP=-0.883, Synergy_Bliss=-1.90, Synergy_Loewe=-0.338, Synergy_HSA=-1.27.